This data is from Full USPTO retrosynthesis dataset with 1.9M reactions from patents (1976-2016). The task is: Predict the reactants needed to synthesize the given product. (1) Given the product [NH2:21][C:7]1[C:6]2[N:5]([C:4]([CH3:20])=[N:3][C:2]=2[Br:1])[C:10]([C:11]([NH:13][CH2:14][CH2:15][CH2:16][O:17][CH3:18])=[O:12])=[CH:9][N:8]=1, predict the reactants needed to synthesize it. The reactants are: [Br:1][C:2]1[N:3]=[C:4]([CH3:20])[N:5]2[C:10]([C:11]([NH:13][CH2:14][CH2:15][CH2:16][O:17][CH3:18])=[O:12])=[CH:9][N:8]=[C:7](Cl)[C:6]=12.[NH3:21].CC(O)C. (2) Given the product [BrH:10].[CH3:9][N:8]([CH:5]1[CH2:6][CH2:7][N:2]([CH3:1])[CH2:3][CH2:4]1)[C:12](=[O:13])[CH2:11][Br:10], predict the reactants needed to synthesize it. The reactants are: [CH3:1][N:2]1[CH2:7][CH2:6][CH:5]([NH:8][CH3:9])[CH2:4][CH2:3]1.[Br:10][CH2:11][C:12](Br)=[O:13].